Dataset: Peptide-MHC class I binding affinity with 185,985 pairs from IEDB/IMGT. Task: Regression. Given a peptide amino acid sequence and an MHC pseudo amino acid sequence, predict their binding affinity value. This is MHC class I binding data. The binding affinity (normalized) is 0.403. The MHC is HLA-B44:02 with pseudo-sequence HLA-B44:02. The peptide sequence is VEFLKDAWEI.